This data is from Catalyst prediction with 721,799 reactions and 888 catalyst types from USPTO. The task is: Predict which catalyst facilitates the given reaction. (1) Product: [CH3:1][C:2]1[CH:7]=[C:6]([CH3:8])[CH:5]=[CH:4][C:3]=1[N:9]1[CH2:10][CH2:11][N:12]([C:15]([C:17]2[CH:22]=[CH:21][C:20]([N:23]3[CH2:27][CH2:26][CH2:25][S:24]3(=[O:29])=[O:28])=[CH:19][C:18]=2[OH:30])=[O:16])[CH2:13][CH2:14]1. Reactant: [CH3:1][C:2]1[CH:7]=[C:6]([CH3:8])[CH:5]=[CH:4][C:3]=1[N:9]1[CH2:14][CH2:13][N:12]([C:15]([C:17]2[CH:22]=[CH:21][C:20]([N:23]3[CH2:27][CH2:26][CH2:25][S:24]3(=[O:29])=[O:28])=[CH:19][C:18]=2[O:30]C)=[O:16])[CH2:11][CH2:10]1.ClCCl.B(Br)(Br)Br.C(=O)([O-])O.[Na+]. The catalyst class is: 4. (2) Reactant: [NH2:1][C:2]1[C:3]([F:21])=[C:4]([C:9]([C:11]2[CH:12]=[C:13]3[C:18](=[CH:19][CH:20]=2)[N:17]=[CH:16][CH:15]=[N:14]3)=[O:10])[C:5]([F:8])=[CH:6][CH:7]=1.[CH2:22]([S:25](Cl)(=[O:27])=[O:26])[CH2:23][CH3:24]. Product: [F:21][C:3]1[C:4]([C:9]([C:11]2[CH:12]=[C:13]3[C:18](=[CH:19][CH:20]=2)[N:17]=[CH:16][CH:15]=[N:14]3)=[O:10])=[C:5]([F:8])[CH:6]=[CH:7][C:2]=1[N:1]([S:25]([CH2:22][CH2:23][CH3:24])(=[O:27])=[O:26])[S:25]([CH2:22][CH2:23][CH3:24])(=[O:27])=[O:26]. The catalyst class is: 2. (3) Reactant: [I-].[CH2:2]([N+:9]1[C:13]2[CH:14]=[CH:15][CH:16]=[CH:17][C:12]=2[N:11]2[C:18]([CH3:21])=[CH:19][S:20][C:10]=12)[CH2:3][CH2:4][CH2:5][CH2:6][CH2:7][CH3:8].[CH3:22][O-:23].[Na+]. Product: [CH2:2]([N:9]1[C:13]2[CH:14]=[CH:15][CH:16]=[CH:17][C:12]=2[N:11](/[C:18](/[CH3:21])=[CH:19]\[S:20][CH3:10])[C:22]1=[O:23])[CH2:3][CH2:4][CH2:5][CH2:6][CH2:7][CH3:8]. The catalyst class is: 5. (4) Reactant: [NH2:1][C:2]1[CH:7]=[C:6]([O:8][C:9]2[CH:14]=[CH:13][C:12]([N+:15]([O-:17])=[O:16])=[CH:11][CH:10]=2)[CH:5]=[CH:4][N:3]=1.C(N(CC)CC)C.Cl[C:26]([O:28][C:29]1[CH:34]=[CH:33][CH:32]=[CH:31][CH:30]=1)=[O:27].N1CCOCC1. Product: [C:29]1([O:28][C:26](=[O:27])[NH:1][C:2]2[CH:7]=[C:6]([O:8][C:9]3[CH:10]=[CH:11][C:12]([N+:15]([O-:17])=[O:16])=[CH:13][CH:14]=3)[CH:5]=[CH:4][N:3]=2)[CH:34]=[CH:33][CH:32]=[CH:31][CH:30]=1. The catalyst class is: 305.